Dataset: Catalyst prediction with 721,799 reactions and 888 catalyst types from USPTO. Task: Predict which catalyst facilitates the given reaction. (1) Reactant: [C:1]1([O:7][C:8](Cl)=[O:9])[CH:6]=[CH:5][CH:4]=[CH:3][CH:2]=1.[NH2:11][C:12]1[CH:13]=[C:14]([C:18]#[C:19][C:20]2[CH:21]=[N:22][C:23]([NH2:26])=[N:24][CH:25]=2)[CH:15]=[CH:16][CH:17]=1.N1C=CC=CC=1. Product: [C:1]1([O:7][C:8](=[O:9])[NH:11][C:12]2[CH:17]=[CH:16][CH:15]=[C:14]([C:18]#[C:19][C:20]3[CH:25]=[N:24][C:23]([NH2:26])=[N:22][CH:21]=3)[CH:13]=2)[CH:6]=[CH:5][CH:4]=[CH:3][CH:2]=1. The catalyst class is: 1. (2) Reactant: [N+:1]([C:4]1[N:18]=[C:7]2[O:8][CH2:9][CH2:10][CH:11]([C:12]3[CH:17]=[CH:16][CH:15]=[CH:14][CH:13]=3)[N:6]2[N:5]=1)([O-])=O. Product: [C:12]1([CH:11]2[CH2:10][CH2:9][O:8][C:7]3=[N:18][C:4]([NH2:1])=[N:5][N:6]23)[CH:13]=[CH:14][CH:15]=[CH:16][CH:17]=1. The catalyst class is: 78. (3) Reactant: [CH2:1]([N:4]([CH2:6][C:7]1[CH:12]=[C:11]([N+:13]([O-:15])=[O:14])[CH:10]=[CH:9][C:8]=1[O:16][CH2:17][CH2:18]Cl)[CH3:5])[CH:2]=[CH2:3].[CH2:20]([NH:22][CH2:23][CH3:24])[CH3:21]. Product: [CH2:1]([N:4]([CH2:6][C:7]1[CH:12]=[C:11]([N+:13]([O-:15])=[O:14])[CH:10]=[CH:9][C:8]=1[O:16][CH2:17][CH2:18][N:22]([CH2:23][CH3:24])[CH2:20][CH3:21])[CH3:5])[CH:2]=[CH2:3]. The catalyst class is: 44.